This data is from Experimentally validated miRNA-target interactions with 360,000+ pairs, plus equal number of negative samples. The task is: Binary Classification. Given a miRNA mature sequence and a target amino acid sequence, predict their likelihood of interaction. (1) The miRNA is hsa-miR-3914 with sequence AAGGAACCAGAAAAUGAGAAGU. The protein sequence of the target gene is MAGVFPYRGPGNPVPGPLAPLPDYMSEEKLQEKARKWQQLQAKRYAEKRKFGFVDAQKEDMPPEHVRKIIRDHGDMTNRKFRHDKRVYLGALKYMPHAVLKLLENMPMPWEQIRDVPVLYHITGAISFVNEIPWVIEPVYISQWGSMWIMMRREKRDRRHFKRMRFPPFDDEEPPLDYADNILDVEPLEAIQLELDPEEDAPVLDWFYDHQPLRDSRKYVNGSTYQRWQFTLPMMSTLYRLANQLLTDLVDDNYFYLFDLKAFFTSKALNMAIPGGPKFEPLVRDINLQDEDWNEFNDIN.... Result: 0 (no interaction). (2) The miRNA is hsa-miR-100-3p with sequence CAAGCUUGUAUCUAUAGGUAUG. Result: 0 (no interaction). The protein sequence of the target gene is MELLCCEGTRHAPRAGPDPRLLGDQRVLQSLLRLEERYVPRASYFQCVQREIKPHMRKMLAYWMLEVCEEQRCEEEVFPLAMNYLDRYLSCVPTRKAQLQLLGAVCMLLASKLRETTPLTIEKLCIYTDHAVSPRQLRDWEVLVLGKLKWDLAAVIAHDFLAFILHRLSLPRDRQALVKKHAQTFLALCATDYTFAMYPPSMIATGSIGAAVQGLGACSMSGDELTELLAGITGTEVDCLRACQEQIEAALRESLREASQTSSSPAPKAPRGSSSQGPSQTSTPTDVTAIHL. (3) The miRNA is cel-miR-1822-3p with sequence GAGCUGCCCUCAGAAAAACUCU. The protein sequence of the target gene is MSAPPPLQIREANAHLAAVHRRAAELERRLLAAERTIGAQAERLACHDQHLRAALDELGRAKDREISALQEQLLSSEATVRSLQAAVDQRDQMIQQLQPRADLLQDITRHRPPLAALLATLEEAEELGPLPASHSHRAQLLPDGPGPPLGNNMGKEEGQDDQDDQQPAVFGTTV. Result: 0 (no interaction). (4) The miRNA is hsa-miR-610 with sequence UGAGCUAAAUGUGUGCUGGGA. The protein sequence of the target gene is MNSVLCSRAAGAVRALRLVGWASRSLHPPPRGRSPAQPADREEEDDDPNLPIQFSGSKATPIRWTVEHSLGKPQQRPWWKVLPLTLTLVALVVWCYQREESGMDLWLRQVLEEEDEEEPEGPPEELEAPALYGART. Result: 0 (no interaction). (5) The miRNA is hsa-miR-548l with sequence AAAAGUAUUUGCGGGUUUUGUC. The protein sequence of the target gene is MLKKMGEAVARVARKVNETVESGSDTLDLAECKLVSFPIGIYKVLRNVSGQIHLITLANNELKSLTSKFMTTFSQLRELHLEGNFLHRLPSEVSALQHLKAIDLSRNQFQDFPEQLTALPALETINLEENEIVDVPVEKLAAMPALRSINLRFNPLNAEVRVIAPPLIKFDMLMSPEGARAPLP. Result: 0 (no interaction).